This data is from Forward reaction prediction with 1.9M reactions from USPTO patents (1976-2016). The task is: Predict the product of the given reaction. (1) Given the reactants [I:1][C:2]1[CH:7]=[CH:6][C:5]([C@H:8]2[C@H:13]([C:14]([O:16]CC)=[O:15])[CH2:12][CH2:11][O:10][CH2:9]2)=[CH:4][CH:3]=1.[OH-].[Na+], predict the reaction product. The product is: [I:1][C:2]1[CH:7]=[CH:6][C:5]([C@H:8]2[C@H:13]([C:14]([OH:16])=[O:15])[CH2:12][CH2:11][O:10][CH2:9]2)=[CH:4][CH:3]=1. (2) Given the reactants Br[C:2]1[N:6]2[CH:7]=[CH:8][N:9]=[C:10](Cl)[C:5]2=[N:4][CH:3]=1.C(OC([N:19]1[CH2:24][CH2:23][CH:22]([NH2:25])[CH2:21][CH2:20]1)=O)(C)(C)C.CS[C:28]1[N:33]=[C:32]([Sn](CCCC)(CCCC)CCCC)[CH:31]=[CH:30][N:29]=1.[CH3:47][NH2:48], predict the reaction product. The product is: [CH3:47][NH:48][C:28]1[N:33]=[C:32]([C:2]2[N:6]3[CH:7]=[CH:8][N:9]=[C:10]([NH:25][CH:22]4[CH2:21][CH2:20][NH:19][CH2:24][CH2:23]4)[C:5]3=[N:4][CH:3]=2)[CH:31]=[CH:30][N:29]=1.